From a dataset of Forward reaction prediction with 1.9M reactions from USPTO patents (1976-2016). Predict the product of the given reaction. (1) Given the reactants C(O[CH:4]=[CH:5][CH:6]=[C:7]([C:13]([O:15][CH2:16][CH3:17])=[O:14])[C:8]([O:10][CH2:11][CH3:12])=[O:9])C.[NH2:18][C:19]1[CH:24]=[CH:23][CH:22]=[C:21]([CH3:25])[N:20]=1, predict the reaction product. The product is: [CH3:25][C:21]1[N:20]=[C:19]([NH:18][CH:4]=[CH:5][CH:6]=[C:7]([C:8]([O:10][CH2:11][CH3:12])=[O:9])[C:13]([O:15][CH2:16][CH3:17])=[O:14])[CH:24]=[CH:23][CH:22]=1. (2) Given the reactants [CH2:1]([O:8][C:9]1[CH:14]=[CH:13][C:12]([N:15]2[CH2:20][CH2:19][N:18]([C:21](=[O:33])[CH2:22][NH:23][C:24](=[O:32])[C:25]3[CH:30]=[CH:29][CH:28]=[C:27]([OH:31])[CH:26]=3)[CH2:17][CH2:16]2)=[CH:11][CH:10]=1)[C:2]1[CH:7]=[CH:6][CH:5]=[CH:4][CH:3]=1.C(=O)([O-])[O-].[K+].[K+].[S:40]([O:50][CH2:51][CH2:52]OS(C1C=CC(C)=CC=1)(=O)=O)([C:43]1[CH:49]=[CH:48][C:46]([CH3:47])=[CH:45][CH:44]=1)(=[O:42])=[O:41], predict the reaction product. The product is: [CH2:1]([O:8][C:9]1[CH:10]=[CH:11][C:12]([N:15]2[CH2:20][CH2:19][N:18]([C:21](=[O:33])[CH2:22][NH:23][C:24]([C:25]3[CH:26]=[C:27]([CH:28]=[CH:29][CH:30]=3)[O:31][CH2:52][CH2:51][O:50][S:40]([C:43]3[CH:49]=[CH:48][C:46]([CH3:47])=[CH:45][CH:44]=3)(=[O:42])=[O:41])=[O:32])[CH2:17][CH2:16]2)=[CH:13][CH:14]=1)[C:2]1[CH:7]=[CH:6][CH:5]=[CH:4][CH:3]=1. (3) Given the reactants [F:1][C:2]([F:12])([F:11])[C:3]([NH:5][CH2:6][CH2:7][CH2:8][CH2:9][OH:10])=[O:4].C(N(CC)CC)C.[CH3:20][S:21](O[S:21]([CH3:20])(=[O:23])=[O:22])(=[O:23])=[O:22], predict the reaction product. The product is: [F:1][C:2]([F:11])([F:12])[C:3]([NH:5][CH2:6][CH2:7][CH2:8][CH2:9][O:10][S:21]([CH3:20])(=[O:23])=[O:22])=[O:4]. (4) Given the reactants [NH2:1][C:2]1[S:3][C:4]2[CH:31]=[CH:30][CH:29]=[CH:28][C:5]=2[C:6]=1[C:7]([N:9]1[CH2:14][CH2:13][CH:12]([N:15]2[CH2:27][CH2:26][CH2:25][C:17]3([C:21](=[O:22])[N:20]([CH3:23])[C:19](=[O:24])[CH2:18]3)[CH2:16]2)[CH2:11][CH2:10]1)=[O:8].[CH2:32]([N:34]=[C:35]=[O:36])[CH3:33].C(OC(C)C)(C)C, predict the reaction product. The product is: [CH2:32]([NH:34][C:35]([NH:1][C:2]1[S:3][C:4]2[CH:31]=[CH:30][CH:29]=[CH:28][C:5]=2[C:6]=1[C:7]([N:9]1[CH2:14][CH2:13][CH:12]([N:15]2[CH2:27][CH2:26][CH2:25][C:17]3([C:21](=[O:22])[N:20]([CH3:23])[C:19](=[O:24])[CH2:18]3)[CH2:16]2)[CH2:11][CH2:10]1)=[O:8])=[O:36])[CH3:33]. (5) Given the reactants [O:1]1[CH2:6][CH2:5][CH:4]([OH:7])[CH2:3][CH2:2]1.[H-].[Na+].F[C:11]1[C:16]([N+:17]([O-:19])=[O:18])=[CH:15][CH:14]=[CH:13][N:12]=1.O, predict the reaction product. The product is: [N+:17]([C:16]1[C:11]([O:7][CH:4]2[CH2:5][CH2:6][O:1][CH2:2][CH2:3]2)=[N:12][CH:13]=[CH:14][CH:15]=1)([O-:19])=[O:18]. (6) Given the reactants C(OC(=O)[NH:7][C:8]1[N:9]([CH3:26])[C:10](=[O:25])[C:11]([CH3:24])([CH3:23])[C@:12]([C:15]2[CH:20]=[C:19]([NH2:21])[CH:18]=[CH:17][C:16]=2[F:22])([CH3:14])[N:13]=1)(C)(C)C.[F:28][C:29]([F:37])([F:36])[C@@:30]([OH:35])([CH3:34])[C:31](O)=[O:32], predict the reaction product. The product is: [NH2:7][C:8]1[N:9]([CH3:26])[C:10](=[O:25])[C:11]([CH3:23])([CH3:24])[C@:12]([C:15]2[CH:20]=[C:19]([NH:21][C:31](=[O:32])[C@:30]([OH:35])([CH3:34])[C:29]([F:37])([F:36])[F:28])[CH:18]=[CH:17][C:16]=2[F:22])([CH3:14])[N:13]=1. (7) Given the reactants [OH:1][C@@H:2]1[CH2:15][C@H:14]2[C@H:5]([C@H:6]3[C@H:11]([CH2:12][CH2:13]2)[CH2:10][C@:9]2([CH3:20])[C:16](=[O:19])[CH2:17][CH2:18][C@H:8]2[CH2:7]3)[CH2:4][CH2:3]1.[I-].[CH3:22][S+](C)C.CC(C)([O-])C.[K+].O, predict the reaction product. The product is: [CH3:20][C@@:9]12[C@:16]3([CH2:22][O:19]3)[CH2:17][CH2:18][C@H:8]1[CH2:7][C@@H:6]1[C@H:11]([CH2:12][CH2:13][C@@H:14]3[C@H:5]1[CH2:4][CH2:3][C@H:2]([OH:1])[CH2:15]3)[CH2:10]2. (8) Given the reactants [Br:1][C:2]1[CH:10]=[CH:9][CH:8]=[C:7]2[C:3]=1[CH:4]=[N:5][NH:6]2.[O:11]1[CH:16]=[CH:15][CH2:14][CH2:13][CH2:12]1.C1(C)C=CC(S(O)(=O)=O)=CC=1, predict the reaction product. The product is: [Br:1][C:2]1[CH:10]=[CH:9][CH:8]=[C:7]2[C:3]=1[CH:4]=[N:5][N:6]2[CH:12]1[CH2:13][CH2:14][CH2:15][CH2:16][O:11]1.